From a dataset of Forward reaction prediction with 1.9M reactions from USPTO patents (1976-2016). Predict the product of the given reaction. Given the reactants [C:1]1([NH:11][C:12](=[S:15])[NH:13][NH2:14])[C:10]2[C:5](=[CH:6][CH:7]=[CH:8][CH:9]=2)[CH:4]=[CH:3][CH:2]=1.[OH:16][C:17]1[CH:24]=[C:23]([OH:25])[CH:22]=[C:21]([OH:26])[C:18]=1[CH:19]=O, predict the reaction product. The product is: [C:1]1([NH:11][C:12](=[S:15])[NH:13][N:14]=[CH:19][C:18]2[C:17]([OH:16])=[CH:24][C:23]([OH:25])=[CH:22][C:21]=2[OH:26])[C:10]2[C:5](=[CH:6][CH:7]=[CH:8][CH:9]=2)[CH:4]=[CH:3][CH:2]=1.